The task is: Predict the reaction yield, written as a fraction of the theoretical maximum amount of product (1.0 means a 100% yield; for example, 0.34 means a 34% yield).. This data is from Reaction yield outcomes from USPTO patents with 853,638 reactions. (1) The reactants are [F:1][C:2]1[CH:7]=[C:6]([S:8]([CH3:11])(=[O:10])=[O:9])[CH:5]=[CH:4][C:3]=1[N:12]1[CH2:17][CH2:16][C:15](=O)[CH2:14][CH2:13]1.[OH2:19].O.O.C([O-])(=O)C.[Na+].Cl.[NH2:28]O. The catalyst is C(O)C.O. The product is [F:1][C:2]1[CH:7]=[C:6]([S:8]([CH3:11])(=[O:10])=[O:9])[CH:5]=[CH:4][C:3]=1[N:12]1[CH2:17][CH2:16][C:15](=[N:28][OH:19])[CH2:14][CH2:13]1. The yield is 0.740. (2) The reactants are [CH3:1][S:2]([CH2:5][C:6]#N)(=[O:4])=[O:3].C(=O)([O-])[O-].[K+].[K+].I[CH3:15].C[N:17]([CH:19]=O)C. No catalyst specified. The product is [CH3:15][C:5]([S:2]([CH3:1])(=[O:4])=[O:3])([CH3:6])[C:19]#[N:17]. The yield is 0.780. (3) The reactants are [CH3:1][O:2][C:3](=[O:23])[C@H:4]([OH:22])[C@H:5]([NH:14][C:15]([O:17][C:18]([CH3:21])([CH3:20])[CH3:19])=[O:16])[CH2:6][C:7]1[CH:12]=[CH:11][CH:10]=[C:9]([F:13])[CH:8]=1.[Cl:24][CH2:25][C:26](O)=[O:27].C1C=CC(P(C2C=CC=CC=2)C2C=CC=CC=2)=CC=1.CCOC(/N=N/C(OCC)=O)=O. The catalyst is C1C=CC=CC=1.CCCCCCC. The product is [CH3:1][O:2][C:3](=[O:23])[C@@H:4]([O:22][C:26](=[O:27])[CH2:25][Cl:24])[C@H:5]([NH:14][C:15]([O:17][C:18]([CH3:19])([CH3:20])[CH3:21])=[O:16])[CH2:6][C:7]1[CH:12]=[CH:11][CH:10]=[C:9]([F:13])[CH:8]=1. The yield is 0.430. (4) The reactants are [Cl:1][C:2]1[CH:10]=[C:9]2[C:5]([CH:6]=[CH:7][NH:8]2)=[CH:4][CH:3]=1.[F:11][C:12]([F:23])([F:22])[C:13](O[C:13](=[O:14])[C:12]([F:23])([F:22])[F:11])=[O:14]. The catalyst is CN(C=O)C. The product is [Cl:1][C:2]1[CH:10]=[C:9]2[C:5]([C:6]([C:13](=[O:14])[C:12]([F:23])([F:22])[F:11])=[CH:7][NH:8]2)=[CH:4][CH:3]=1. The yield is 0.800. (5) The reactants are [C:9](O[C:9]([O:11][C:12]([CH3:15])([CH3:14])[CH3:13])=[O:10])([O:11][C:12]([CH3:15])([CH3:14])[CH3:13])=[O:10].[CH3:16][C:17]1([CH3:23])[CH2:22][NH:21][CH2:20][CH2:19][NH:18]1. The catalyst is C(Cl)Cl. The product is [CH3:16][C:17]1([CH3:23])[NH:18][CH2:19][CH2:20][N:21]([C:9]([O:11][C:12]([CH3:13])([CH3:14])[CH3:15])=[O:10])[CH2:22]1. The yield is 0.860. (6) The reactants are C[N:2]([CH:4]=[N:5][C:6]([C:8]1[C:13](=[O:14])[CH:12]=[CH:11][N:10]([C:15]2[CH:20]=[CH:19][CH:18]=[C:17]([C:21]([F:24])([F:23])[F:22])[CH:16]=2)[N:9]=1)=O)C.[C:25]1([NH:31]N)[CH:30]=[CH:29][CH:28]=[CH:27][CH:26]=1. The catalyst is C(O)(=O)C. The product is [C:25]1([N:31]2[C:6]([C:8]3[C:13](=[O:14])[CH:12]=[CH:11][N:10]([C:15]4[CH:20]=[CH:19][CH:18]=[C:17]([C:21]([F:24])([F:23])[F:22])[CH:16]=4)[N:9]=3)=[N:5][CH:4]=[N:2]2)[CH:30]=[CH:29][CH:28]=[CH:27][CH:26]=1. The yield is 0.460. (7) The reactants are C([O:3][C:4](=[O:26])[CH2:5][N:6]([C:8]1[CH:13]=[C:12]([C:14]2[N:18]=[C:17]([C:19]3[S:20][CH:21]=[CH:22][C:23]=3[Cl:24])[O:16][N:15]=2)[CH:11]=[CH:10][C:9]=1[Cl:25])[CH3:7])C.[OH-].[Na+].Cl. The catalyst is C1COCC1.C(O)C.O. The product is [Cl:25][C:9]1[CH:10]=[CH:11][C:12]([C:14]2[N:18]=[C:17]([C:19]3[S:20][CH:21]=[CH:22][C:23]=3[Cl:24])[O:16][N:15]=2)=[CH:13][C:8]=1[N:6]([CH2:5][C:4]([OH:26])=[O:3])[CH3:7]. The yield is 0.440. (8) The yield is 0.870. The product is [F:26][C:27]1[CH:28]=[C:29]2[C:33](=[CH:34][CH:35]=1)[NH:32][C:31](=[O:36])/[C:30]/2=[CH:14]\[C:10]1[NH:11][C:12]([CH3:13])=[C:8]([C:6]([NH:1][CH2:5][CH2:4][N:3]2[CH2:21][CH2:22][O:23][CH2:24][CH2:2]2)=[O:7])[C:9]=1[CH3:16]. The reactants are [N:1]1([C:6]([C:8]2[C:9]([CH3:16])=[C:10]([CH:14]=O)[NH:11][C:12]=2[CH3:13])=[O:7])[CH:5]=[CH:4][N:3]=[CH:2]1.NCCN1C[CH2:24][O:23][CH2:22][CH2:21]1.[F:26][C:27]1[CH:28]=[C:29]2[C:33](=[CH:34][CH:35]=1)[NH:32][C:31](=[O:36])[CH2:30]2. The catalyst is C1COCC1.